This data is from Catalyst prediction with 721,799 reactions and 888 catalyst types from USPTO. The task is: Predict which catalyst facilitates the given reaction. (1) Reactant: [F:1][C:2]1[CH:3]=[C:4]([CH2:23][N:24]2C(=O)C3C(=CC=CC=3)C2=O)[CH:5]=[C:6]([C:8]2[C:9]([O:18][CH2:19][CH2:20][O:21][CH3:22])=[N:10][C:11]([C:14]([F:17])([F:16])[F:15])=[CH:12][CH:13]=2)[CH:7]=1.NN.O. Product: [F:1][C:2]1[CH:3]=[C:4]([CH2:23][NH2:24])[CH:5]=[C:6]([C:8]2[C:9]([O:18][CH2:19][CH2:20][O:21][CH3:22])=[N:10][C:11]([C:14]([F:17])([F:16])[F:15])=[CH:12][CH:13]=2)[CH:7]=1. The catalyst class is: 5. (2) Reactant: [Cl:1][C:2]1[C:3]([N:8]2[CH2:32][CH2:31][C:11]3[N:12]=[CH:13][N:14]=[C:15]([NH:16][C:17]4[CH:25]=[C:24]5[C:20]([C:21]([CH3:30])([CH3:29])[CH2:22][N:23]5C(=O)C)=[CH:19][CH:18]=4)[C:10]=3[CH2:9]2)=[N:4][CH:5]=[CH:6][CH:7]=1.Cl. Product: [ClH:1].[Cl:1][C:2]1[C:3]([N:8]2[CH2:32][CH2:31][C:11]3[N:12]=[CH:13][N:14]=[C:15]([NH:16][C:17]4[CH:25]=[C:24]5[C:20]([C:21]([CH3:29])([CH3:30])[CH2:22][NH:23]5)=[CH:19][CH:18]=4)[C:10]=3[CH2:9]2)=[N:4][CH:5]=[CH:6][CH:7]=1. The catalyst class is: 14. (3) Reactant: [CH3:1][O:2][C:3]1[CH:14]=[CH:13][C:6]2[C:7]([CH:11]=[O:12])=[C:8]([CH3:10])[O:9][C:5]=2[CH:4]=1.[CH3:15][O:16][C:17]1[CH:18]=[C:19](Br)[CH:20]=[C:21]([O:25][CH3:26])[C:22]=1[O:23][CH3:24]. The catalyst class is: 697. Product: [CH3:1][O:2][C:3]1[CH:14]=[CH:13][CH:6]2[C:7]([C:11]([C:19]3[CH:20]=[C:21]([O:25][CH3:26])[C:22]([O:23][CH3:24])=[C:17]([O:16][CH3:15])[CH:18]=3)=[O:12])=[C:8]([CH3:10])[O:9][CH:5]2[CH:4]=1. (4) Product: [F:25][C:26]1[CH:27]=[C:28]([CH:31]=[CH:32][CH:33]=1)/[CH:29]=[C:9](\[CH2:15][C:16]([O:18][C:19]([CH3:20])([CH3:21])[CH3:22])=[O:17])/[C:10]([O:12][CH2:13][CH3:14])=[O:11]. The catalyst class is: 7. Reactant: C(OP([CH:9]([CH2:15][C:16]([O:18][C:19]([CH3:22])([CH3:21])[CH3:20])=[O:17])[C:10]([O:12][CH2:13][CH3:14])=[O:11])(OCC)=O)C.[H-].[Na+].[F:25][C:26]1[CH:27]=[C:28]([CH:31]=[CH:32][CH:33]=1)[CH:29]=O. (5) Reactant: [C:1]([C@H:4]1[CH2:9][N:8]([C:10]([O:12][C:13]([CH3:16])([CH3:15])[CH3:14])=[O:11])[C@H:7]([CH3:17])[CH2:6][CH2:5]1)(=[O:3])[CH3:2].C(=O)([O-])[O-].[Ca+2].[Br:23]Br. Product: [Br:23][CH2:2][C:1]([C@H:4]1[CH2:9][N:8]([C:10]([O:12][C:13]([CH3:16])([CH3:15])[CH3:14])=[O:11])[C@H:7]([CH3:17])[CH2:6][CH2:5]1)=[O:3]. The catalyst class is: 5. (6) Reactant: [NH2:1][C:2]1[N:7]=[C:6](Cl)[N:5]=[C:4]([N:9]2[CH2:33][CH2:32][C:12]3([CH2:16][N:15]([C:17]([O:19][CH2:20][C:21]4[CH:26]=[CH:25][CH:24]=[CH:23][CH:22]=4)=[O:18])[CH:14]([C:27]([O:29][CH2:30][CH3:31])=[O:28])[CH2:13]3)[CH2:11][CH2:10]2)[N:3]=1.[CH:34]1[C:43]2[C:38](=[CH:39][CH:40]=[CH:41][CH:42]=2)[CH:37]=[CH:36][C:35]=1[CH2:44][NH2:45].CCN(CC)CC. Product: [NH2:1][C:2]1[N:7]=[C:6]([NH:45][CH2:44][C:35]2[CH:36]=[CH:37][C:38]3[C:43](=[CH:42][CH:41]=[CH:40][CH:39]=3)[CH:34]=2)[N:5]=[C:4]([N:9]2[CH2:33][CH2:32][C:12]3([CH2:16][N:15]([C:17]([O:19][CH2:20][C:21]4[CH:26]=[CH:25][CH:24]=[CH:23][CH:22]=4)=[O:18])[CH:14]([C:27]([O:29][CH2:30][CH3:31])=[O:28])[CH2:13]3)[CH2:11][CH2:10]2)[N:3]=1. The catalyst class is: 32.